Task: Regression. Given two drug SMILES strings and cell line genomic features, predict the synergy score measuring deviation from expected non-interaction effect.. Dataset: NCI-60 drug combinations with 297,098 pairs across 59 cell lines (1) Drug 1: CC1=C2C(C(=O)C3(C(CC4C(C3C(C(C2(C)C)(CC1OC(=O)C(C(C5=CC=CC=C5)NC(=O)OC(C)(C)C)O)O)OC(=O)C6=CC=CC=C6)(CO4)OC(=O)C)O)C)O. Drug 2: CC1=C(C(=CC=C1)Cl)NC(=O)C2=CN=C(S2)NC3=CC(=NC(=N3)C)N4CCN(CC4)CCO. Cell line: SF-295. Synergy scores: CSS=0.353, Synergy_ZIP=-1.80, Synergy_Bliss=-3.02, Synergy_Loewe=-2.71, Synergy_HSA=-2.69. (2) Drug 1: C1CCC(C1)C(CC#N)N2C=C(C=N2)C3=C4C=CNC4=NC=N3. Drug 2: C1CN1P(=S)(N2CC2)N3CC3. Cell line: IGROV1. Synergy scores: CSS=15.4, Synergy_ZIP=-3.38, Synergy_Bliss=-2.20, Synergy_Loewe=-0.804, Synergy_HSA=0.0351. (3) Drug 1: CC(C)NC(=O)C1=CC=C(C=C1)CNNC.Cl. Drug 2: C1CCC(C(C1)N)N.C(=O)(C(=O)[O-])[O-].[Pt+4]. Cell line: NCIH23. Synergy scores: CSS=13.1, Synergy_ZIP=-12.0, Synergy_Bliss=-17.2, Synergy_Loewe=-22.2, Synergy_HSA=-11.8. (4) Drug 1: CCCCC(=O)OCC(=O)C1(CC(C2=C(C1)C(=C3C(=C2O)C(=O)C4=C(C3=O)C=CC=C4OC)O)OC5CC(C(C(O5)C)O)NC(=O)C(F)(F)F)O. Drug 2: CN(C(=O)NC(C=O)C(C(C(CO)O)O)O)N=O. Cell line: HOP-92. Synergy scores: CSS=38.4, Synergy_ZIP=-1.18, Synergy_Bliss=1.11, Synergy_Loewe=-23.6, Synergy_HSA=-1.75. (5) Drug 1: CC(CN1CC(=O)NC(=O)C1)N2CC(=O)NC(=O)C2. Drug 2: CCC1(CC2CC(C3=C(CCN(C2)C1)C4=CC=CC=C4N3)(C5=C(C=C6C(=C5)C78CCN9C7C(C=CC9)(C(C(C8N6C)(C(=O)OC)O)OC(=O)C)CC)OC)C(=O)OC)O.OS(=O)(=O)O. Cell line: SR. Synergy scores: CSS=87.3, Synergy_ZIP=4.87, Synergy_Bliss=4.82, Synergy_Loewe=5.64, Synergy_HSA=8.39. (6) Drug 1: CC1C(C(CC(O1)OC2CC(CC3=C2C(=C4C(=C3O)C(=O)C5=C(C4=O)C(=CC=C5)OC)O)(C(=O)C)O)N)O.Cl. Drug 2: CCCCCOC(=O)NC1=NC(=O)N(C=C1F)C2C(C(C(O2)C)O)O. Cell line: NCI-H322M. Synergy scores: CSS=3.21, Synergy_ZIP=-0.659, Synergy_Bliss=1.01, Synergy_Loewe=-5.72, Synergy_HSA=-1.52.